This data is from Forward reaction prediction with 1.9M reactions from USPTO patents (1976-2016). The task is: Predict the product of the given reaction. (1) Given the reactants OC1C=C2C(CCC2=O)=CC=1OC.[N:14]1C=CC=CC=1.[N+:20]([C:23]1[CH:45]=[CH:44][C:26]([CH2:27][O:28]/[N:29]=[C:30]2\[CH2:31]C[CH2:33][C:34]3[C:39]\2=[CH:38][C:37]([O:40]C)=[C:36]([O:42][CH3:43])[CH:35]=3)=[CH:25][CH:24]=1)([O-:22])=O.C(OCC)(=O)C.CCCCCC, predict the reaction product. The product is: [N:20]1[O:22][N:14]=[C:24]2[CH:25]=[C:26]([CH2:27][O:28]/[N:29]=[C:30]3\[CH2:31][CH2:33][C:34]4[C:39]\3=[CH:38][C:37]([OH:40])=[C:36]([O:42][CH3:43])[CH:35]=4)[CH:44]=[CH:45][C:23]=12. (2) The product is: [OH:8][C:9]1[CH:10]=[C:11]([CH:21]=[C:22]([O:24][C@@H:25]([CH3:38])[CH2:26][O:27][Si:28]([CH:35]([CH3:37])[CH3:36])([CH:29]([CH3:31])[CH3:30])[CH:32]([CH3:33])[CH3:34])[CH:23]=1)[C:12]([NH:14][C:15]1[CH:19]=[CH:18][N:17]([CH3:20])[N:16]=1)=[O:13]. Given the reactants C([O:8][C:9]1[CH:10]=[C:11]([CH:21]=[C:22]([O:24][C@@H:25]([CH3:38])[CH2:26][O:27][Si:28]([CH:35]([CH3:37])[CH3:36])([CH:32]([CH3:34])[CH3:33])[CH:29]([CH3:31])[CH3:30])[CH:23]=1)[C:12]([NH:14][C:15]1[CH:19]=[CH:18][N:17]([CH3:20])[N:16]=1)=[O:13])C1C=CC=CC=1, predict the reaction product. (3) Given the reactants [N:1]1([CH2:6][C:7]([CH2:12][CH2:13][C:14]([F:17])([F:16])[F:15])([C:10]#[N:11])[C:8]#[N:9])[CH:5]=[CH:4][CH:3]=[N:2]1.[N+]([O-])([O-])=O.[Ce+4].[NH4+].[N+]([O-])([O-])=O.[N+]([O-])([O-])=O.[N+]([O-])([O-])=O.[N+]([O-])([O-])=O.[I:40]I, predict the reaction product. The product is: [I:40][C:4]1[CH:3]=[N:2][N:1]([CH2:6][C:7]([CH2:12][CH2:13][C:14]([F:15])([F:16])[F:17])([C:10]#[N:11])[C:8]#[N:9])[CH:5]=1. (4) The product is: [CH2:9]([O:11][C:12]1[CH:17]=[CH:16][C:15]([S:18]([N:6]2[CH2:7][CH2:8][N:3]([CH2:1][CH3:2])[CH2:4][CH2:5]2)(=[O:20])=[O:19])=[CH:14][C:13]=1[C:22]1[NH:27][C:26](=[O:28])[N:25]2[C:29]([CH3:35])=[N:30][C:31]([CH2:32][CH2:33][CH3:34])=[C:24]2[N:23]=1)[CH3:10]. Given the reactants [CH2:1]([N:3]1[CH2:8][CH2:7][NH:6][CH2:5][CH2:4]1)[CH3:2].[CH2:9]([O:11][C:12]1[CH:17]=[CH:16][C:15]([S:18](Cl)(=[O:20])=[O:19])=[CH:14][C:13]=1[C:22]1[NH:27][C:26](=[O:28])[N:25]2[C:29]([CH3:35])=[N:30][C:31]([CH2:32][CH2:33][CH3:34])=[C:24]2[N:23]=1)[CH3:10], predict the reaction product. (5) Given the reactants [CH2:1]([O:3][C:4]([C:6]1[C:15](=[O:16])[C:14]2[C:9](=[C:10](/[CH:19]=[CH:20]\[CH2:21][C@@H:22]([NH2:32])[CH2:23][CH2:24][C:25]([O:27][C:28]([CH3:31])([CH3:30])[CH3:29])=[O:26])[C:11](F)=[C:12]([F:17])[CH:13]=2)[N:8]([CH:33]2[CH2:35][CH2:34]2)[CH:7]=1)=[O:5])[CH3:2].C(N(CC)C(C)C)(C)C, predict the reaction product. The product is: [CH2:1]([O:3][C:4]([C:6]1[C:15](=[O:16])[C:14]2[C:9](=[C:10]3[CH:19]=[CH:20][CH2:21][C@H:22]([CH2:23][CH2:24][C:25]([O:27][C:28]([CH3:31])([CH3:30])[CH3:29])=[O:26])[NH:32][C:11]3=[C:12]([F:17])[CH:13]=2)[N:8]([CH:33]2[CH2:35][CH2:34]2)[CH:7]=1)=[O:5])[CH3:2]. (6) The product is: [CH3:29][O:28][CH2:27][O:26][CH:24]([CH3:25])[C:2](=[O:1])[CH2:3][N:4]1[C:9]([C:10]2[CH:11]=[C:12]([CH3:16])[CH:13]=[CH:14][CH:15]=2)=[CH:8][C:7]([C:17]([F:18])([F:19])[F:20])=[C:6]([C:21]#[N:22])[C:5]1=[O:23]. Given the reactants [OH:1][CH:2]([CH:24]([O:26][CH2:27][O:28][CH3:29])[CH3:25])[CH2:3][N:4]1[C:9]([C:10]2[CH:11]=[C:12]([CH3:16])[CH:13]=[CH:14][CH:15]=2)=[CH:8][C:7]([C:17]([F:20])([F:19])[F:18])=[C:6]([C:21]#[N:22])[C:5]1=[O:23].C[N+]1([O-])CCOCC1, predict the reaction product.